Dataset: Full USPTO retrosynthesis dataset with 1.9M reactions from patents (1976-2016). Task: Predict the reactants needed to synthesize the given product. (1) Given the product [CH:5]1([N:4]([CH2:8][C:9]2[CH:10]=[C:11]([CH:45]=[CH:46][CH:47]=2)[C:12]([NH:14][C:15]2[S:16][C:17]3[CH2:44][CH2:43][CH2:42][CH2:41][C:18]=3[C:19]=2[C:20]([NH:22][C:23]2[CH:28]=[CH:27][C:26]([CH2:29][CH2:30][C:31]3[CH:32]=[CH:33][C:34]([C:35]([O:37][CH3:38])=[O:36])=[CH:39][CH:40]=3)=[CH:25][CH:24]=2)=[O:21])=[O:13])[CH2:3][CH2:2][NH:1][CH2:49][C:50]([O:52][CH2:53][CH3:54])=[O:51])[CH2:7][CH2:6]1, predict the reactants needed to synthesize it. The reactants are: [NH2:1][CH2:2][CH2:3][N:4]([CH2:8][C:9]1[CH:10]=[C:11]([CH:45]=[CH:46][CH:47]=1)[C:12]([NH:14][C:15]1[S:16][C:17]2[CH2:44][CH2:43][CH2:42][CH2:41][C:18]=2[C:19]=1[C:20]([NH:22][C:23]1[CH:28]=[CH:27][C:26]([CH2:29][CH2:30][C:31]2[CH:40]=[CH:39][C:34]([C:35]([O:37][CH3:38])=[O:36])=[CH:33][CH:32]=2)=[CH:25][CH:24]=1)=[O:21])=[O:13])[CH:5]1[CH2:7][CH2:6]1.Br[CH2:49][C:50]([O:52][CH2:53][CH3:54])=[O:51].C(=O)([O-])[O-].[K+].[K+].CN(C=O)C. (2) Given the product [CH3:1][O:2][C:3]1[CH:8]=[C:7]([N:22]2[CH2:23][CH2:24][CH:19]([N:13]3[CH2:18][CH2:17][CH2:16][CH2:15][CH2:14]3)[CH2:20][CH2:21]2)[CH:6]=[CH:5][C:4]=1[N+:10]([O-:12])=[O:11], predict the reactants needed to synthesize it. The reactants are: [CH3:1][O:2][C:3]1[CH:8]=[C:7](F)[CH:6]=[CH:5][C:4]=1[N+:10]([O-:12])=[O:11].[N:13]1([CH:19]2[CH2:24][CH2:23][NH:22][CH2:21][CH2:20]2)[CH2:18][CH2:17][CH2:16][CH2:15][CH2:14]1.C([O-])([O-])=O.[K+].[K+].CS(C)=O.